This data is from Catalyst prediction with 721,799 reactions and 888 catalyst types from USPTO. The task is: Predict which catalyst facilitates the given reaction. Reactant: [Cl:1][C:2]1[CH:10]=[C:9]2[C:5]([CH:6]=[CH:7][NH:8]2)=[CH:4][CH:3]=1.[N:11]([O-])=O.[Na+].[OH2:15]. Product: [Cl:1][C:2]1[CH:10]=[C:9]2[C:5]([C:6]([CH:7]=[O:15])=[N:11][NH:8]2)=[CH:4][CH:3]=1. The catalyst class is: 1.